Dataset: Catalyst prediction with 721,799 reactions and 888 catalyst types from USPTO. Task: Predict which catalyst facilitates the given reaction. (1) Reactant: Cl.[Cl:2][C:3]1[CH:4]=[C:5]([NH:10][C:11]([CH:13]2[CH2:18][CH2:17][NH:16][CH2:15][CH2:14]2)=[O:12])[CH:6]=[CH:7][C:8]=1[Cl:9].C(N(C(C)C)CC)(C)C.[CH:28]([C@@H:30]1[CH2:35][CH2:34][CH2:33][N:32]([C:36]([O:38][C:39]([CH3:42])([CH3:41])[CH3:40])=[O:37])[CH2:31]1)=O.C(O[BH-](OC(=O)C)OC(=O)C)(=O)C.[Na+]. Product: [Cl:2][C:3]1[CH:4]=[C:5]([NH:10][C:11]([CH:13]2[CH2:14][CH2:15][N:16]([CH2:28][C@@H:30]3[CH2:35][CH2:34][CH2:33][N:32]([C:36]([O:38][C:39]([CH3:40])([CH3:42])[CH3:41])=[O:37])[CH2:31]3)[CH2:17][CH2:18]2)=[O:12])[CH:6]=[CH:7][C:8]=1[Cl:9]. The catalyst class is: 4. (2) Reactant: [Li][CH2:2][CH2:3][CH2:4]C.[Br-].[CH:7]([P+:10]([C:23]1[CH:28]=[CH:27][CH:26]=[CH:25][CH:24]=1)([C:17]1[CH:22]=[CH:21][CH:20]=[CH:19][CH:18]=1)[C:11]1[CH:16]=[CH:15][CH:14]=[CH:13][CH:12]=1)([CH3:9])[CH3:8].[PH5].[O:30]=[C:31]1[CH2:53][CH2:52][C@@:51]2([CH3:54])[C@@H:33]([CH2:34][CH2:35][C:36]3[C:37]4[C@:47]([CH3:55])([CH2:48][CH2:49][C:50]=32)[C@@H:40]([C@H:41]([CH3:46])[CH2:42][CH2:43][CH:44]=O)[CH2:39][CH:38]=4)[C:32]1([CH3:57])[CH3:56].[Cl-].[NH4+]. Product: [CH:7]([PH:10]([C:23]1[CH:28]=[CH:27][CH:26]=[CH:25][CH:24]=1)([C:11]1[CH:12]=[CH:13][CH:14]=[CH:15][CH:16]=1)[C:17]1[CH:22]=[CH:21][CH:20]=[CH:19][CH:18]=1)([CH3:9])[CH3:8].[CH3:56][C:32]1([CH3:57])[C:31](=[O:30])[CH2:53][CH2:52][C@@:51]2([CH3:54])[C@H:33]1[CH2:34][CH2:35][C:36]1[C:37]3[C@:47]([CH3:55])([CH2:48][CH2:49][C:50]=12)[C@@H:40]([C@H:41]([CH3:46])[CH2:42][CH2:43][CH:44]=[C:3]([CH3:4])[CH3:2])[CH2:39][CH:38]=3. The catalyst class is: 1. (3) Product: [O:3]=[C:4]1[CH2:8][CH2:7][CH2:6][C:5]1([CH2:20][C:21]1[CH:22]=[N:23][CH:24]=[CH:25][CH:26]=1)[C:9]([O:11][CH2:12][C:13]1[CH:18]=[CH:17][CH:16]=[CH:15][CH:14]=1)=[O:10]. The catalyst class is: 1. Reactant: [H-].[K+].[O:3]=[C:4]1[CH2:8][CH2:7][CH2:6][CH:5]1[C:9]([O:11][CH2:12][C:13]1[CH:18]=[CH:17][CH:16]=[CH:15][CH:14]=1)=[O:10].Cl[CH2:20][C:21]1[CH:22]=[N:23][CH:24]=[CH:25][CH:26]=1. (4) Reactant: [F:1][C:2]1([F:14])[CH2:7][CH2:6][CH:5]([CH2:8][C:9]([O:11]CC)=[O:10])[CH2:4][CH2:3]1.[OH-].[Na+]. Product: [F:1][C:2]1([F:14])[CH2:3][CH2:4][CH:5]([CH2:8][C:9]([OH:11])=[O:10])[CH2:6][CH2:7]1. The catalyst class is: 36. (5) Reactant: OC1C=CC=C[N+]=1[O-].[CH3:9][O:10][C:11]1[CH:12]=[C:13]2[C:18](=[CH:19][C:20]=1[O:21][CH3:22])[N:17]=[CH:16][N:15]=[C:14]2[O:23][C:24]1[CH:25]=[CH:26][C:27]([CH2:30][C:31]([OH:33])=O)=[N:28][CH:29]=1.[NH2:34][C:35]1[S:36][C:37]([C:40]#[N:41])=[CH:38][N:39]=1.Cl.CN(C)CCCN=C=NCC. The catalyst class is: 338. Product: [C:40]([C:37]1[S:36][C:35]([NH:34][C:31](=[O:33])[CH2:30][C:27]2[CH:26]=[CH:25][C:24]([O:23][C:14]3[C:13]4[C:18](=[CH:19][C:20]([O:21][CH3:22])=[C:11]([O:10][CH3:9])[CH:12]=4)[N:17]=[CH:16][N:15]=3)=[CH:29][N:28]=2)=[N:39][CH:38]=1)#[N:41]. (6) Reactant: [CH:1]([O:4][C:5]1[CH:10]=[CH:9][C:8]([C:11]2[CH:16]=[CH:15][CH:14]=[C:13]([CH:17]3[CH2:26][C:25]([CH3:28])([CH3:27])[C:24]4[C:19](=[CH:20][CH:21]=[C:22]([C:29]([OH:31])=O)[CH:23]=4)[NH:18]3)[CH:12]=2)=[CH:7][CH:6]=1)([CH3:3])[CH3:2].[CH:32]1([S:35]([NH2:38])(=[O:37])=[O:36])[CH2:34][CH2:33]1. Product: [CH:1]([O:4][C:5]1[CH:6]=[CH:7][C:8]([C:11]2[CH:16]=[CH:15][CH:14]=[C:13]([CH:17]3[CH2:26][C:25]([CH3:27])([CH3:28])[C:24]4[C:19](=[CH:20][CH:21]=[C:22]([C:29]([NH:38][S:35]([CH:32]5[CH2:34][CH2:33]5)(=[O:37])=[O:36])=[O:31])[CH:23]=4)[NH:18]3)[CH:12]=2)=[CH:9][CH:10]=1)([CH3:2])[CH3:3]. The catalyst class is: 119.